This data is from Full USPTO retrosynthesis dataset with 1.9M reactions from patents (1976-2016). The task is: Predict the reactants needed to synthesize the given product. (1) Given the product [OH:3][CH2:1][C:4]1[CH:9]=[C:8]2[C:7](=[CH:6][CH:5]=1)[C:23]1[NH:31][N:27]=[C:25]([C:21]3[CH:22]=[CH:23][C:24]([C:25]([NH2:27])=[O:26])=[CH:28][CH:29]=3)[C:24]=1[CH2:28]2, predict the reactants needed to synthesize it. The reactants are: [C:1]([C:4]1[CH:9]=[CH:8][C:7](B(O)O)=[CH:6][CH:5]=1)([OH:3])=O.CC1(C)C(C)(C)OB([C:21]2[CH:29]=[CH:28][C:24]([C:25]([NH2:27])=[O:26])=[CH:23][CH:22]=2)O1.[NH3:31]. (2) Given the product [F:1][C:2]1[CH:7]=[C:6]([F:8])[CH:5]=[C:4]([F:9])[C:3]=1/[CH:10]=[CH:11]\[CH:17]([S:18][CH:12](/[CH:11]=[CH:10]\[C:3]1[C:2]([F:1])=[CH:7][C:6]([F:8])=[CH:5][C:4]=1[F:9])[C:13]1[CH:20]=[CH:19][C:16]([CH3:17])=[CH:15][CH:14]=1)[C:16]1[CH:19]=[CH:20][C:13]([CH3:12])=[CH:14][CH:15]=1, predict the reactants needed to synthesize it. The reactants are: [F:1][C:2]1[CH:7]=[C:6]([F:8])[CH:5]=[C:4]([F:9])[C:3]=1[C:10]#[CH:11].[CH3:12][C:13]1[CH:20]=[CH:19][C:16]([CH2:17][SH:18])=[CH:15][CH:14]=1.[Na]. (3) Given the product [CH3:31][C:2]1([CH3:1])[C:10]2[C:5](=[CH:6][C:7]([N+:22]([O-:24])=[O:23])=[C:8]([N:11]([CH3:32])[C:12](=[O:21])[CH2:13][CH2:14][C:15]3[CH:20]=[CH:19][CH:18]=[CH:17][CH:16]=3)[CH:9]=2)[N:4]([CH2:25][CH2:26][CH2:27][CH2:28][CH3:29])[C:3]1=[O:30], predict the reactants needed to synthesize it. The reactants are: [CH3:1][C:2]1([CH3:31])[C:10]2[C:5](=[CH:6][C:7]([N+:22]([O-:24])=[O:23])=[C:8]([NH:11][C:12](=[O:21])[CH2:13][CH2:14][C:15]3[CH:20]=[CH:19][CH:18]=[CH:17][CH:16]=3)[CH:9]=2)[N:4]([CH2:25][CH2:26][CH2:27][CH2:28][CH3:29])[C:3]1=[O:30].[C:32]([O-])([O-])=O.[K+].[K+].CI. (4) Given the product [CH3:15][C:16]1[C:24]2[C:19](=[CH:20][CH:21]=[C:22]([C:25]3[O:29][C:28]([NH:30][C:40](=[O:41])[C@@H:39]([NH:38][C:36](=[O:37])[O:35][C:31]([CH3:32])([CH3:33])[CH3:34])[CH2:43][C:44]4[CH:45]=[CH:46][C:47]([C:50]([F:53])([F:52])[F:51])=[CH:48][CH:49]=4)=[N:27][CH:26]=3)[CH:23]=2)[NH:18][N:17]=1, predict the reactants needed to synthesize it. The reactants are: C(Cl)CCl.C1C=CC2N(O)N=NC=2C=1.[CH3:15][C:16]1[C:24]2[C:19](=[CH:20][CH:21]=[C:22]([C:25]3[O:29][C:28]([NH2:30])=[N:27][CH:26]=3)[CH:23]=2)[NH:18][N:17]=1.[C:31]([O:35][C:36]([NH:38][C@@H:39]([CH2:43][C:44]1[CH:49]=[CH:48][C:47]([C:50]([F:53])([F:52])[F:51])=[CH:46][CH:45]=1)[C:40](O)=[O:41])=[O:37])([CH3:34])([CH3:33])[CH3:32]. (5) The reactants are: [F:1][C:2]1[CH:7]=[CH:6][C:5]([C:8]2[N:9]([CH:18]([CH3:20])[CH3:19])[N:10]=[C:11]3[C:17]=2[CH2:16][CH2:15][NH:14][CH2:13][CH2:12]3)=[CH:4][CH:3]=1.[C:21]1([CH2:27][CH:28]=O)[CH:26]=[CH:25][CH:24]=[CH:23][CH:22]=1. Given the product [F:1][C:2]1[CH:7]=[CH:6][C:5]([C:8]2[N:9]([CH:18]([CH3:20])[CH3:19])[N:10]=[C:11]3[C:17]=2[CH2:16][CH2:15][N:14]([CH2:28][CH2:27][C:21]2[CH:26]=[CH:25][CH:24]=[CH:23][CH:22]=2)[CH2:13][CH2:12]3)=[CH:4][CH:3]=1, predict the reactants needed to synthesize it.